Dataset: Reaction yield outcomes from USPTO patents with 853,638 reactions. Task: Predict the reaction yield, written as a fraction of the theoretical maximum amount of product (1.0 means a 100% yield; for example, 0.34 means a 34% yield). (1) The catalyst is C1(C)C=CC=CC=1.C([O-])(=O)C.[Pd+2].C([O-])(=O)C. The product is [Si:14]([O:13][CH:8]([C:5]1[CH:6]=[CH:7][C:2]([NH:30][CH2:27][CH2:28][C:21]([O:22][CH2:36][CH3:37])=[O:24])=[CH:3][CH:4]=1)[C:9]([CH3:12])([CH3:11])[CH3:10])([C:17]([CH3:20])([CH3:19])[CH3:18])([CH3:16])[CH3:15]. The yield is 0.220. The reactants are Br[C:2]1[CH:7]=[CH:6][C:5]([CH:8]([O:13][Si:14]([C:17]([CH3:20])([CH3:19])[CH3:18])([CH3:16])[CH3:15])[C:9]([CH3:12])([CH3:11])[CH3:10])=[CH:4][CH:3]=1.[C:21](=[O:24])([O-])[O-:22].[Cs+].[Cs+].[CH:27]([N:30](C(C)C)CC)(C)[CH3:28].[CH3:36][CH:37](C1C=C(C(C)C)C(C2C=CC=CC=2P(C2CCCCC2)C2CCCCC2)=C(C(C)C)C=1)C. (2) The reactants are [C:1]([C:5]1[C:13]2[O:12][CH:11]([CH2:14][NH2:15])[CH2:10][C:9]=2[CH:8]=[C:7]([Cl:16])[CH:6]=1)([CH3:4])([CH3:3])[CH3:2].C(N(C(C)C)CC)(C)C.Cl[C:27]([O:29][CH2:30][C:31]1[CH:36]=[CH:35][CH:34]=[CH:33][CH:32]=1)=[O:28]. No catalyst specified. The product is [C:1]([C:5]1[C:13]2[O:12][CH:11]([CH2:14][NH:15][C:27](=[O:28])[O:29][CH2:30][C:31]3[CH:36]=[CH:35][CH:34]=[CH:33][CH:32]=3)[CH2:10][C:9]=2[CH:8]=[C:7]([Cl:16])[CH:6]=1)([CH3:4])([CH3:2])[CH3:3]. The yield is 0.950. (3) The reactants are [NH2:1][C:2]1[CH:7]=[CH:6][C:5]([C:8]2[CH:16]=[CH:15][C:14]([C:17]3[NH:18][C:19]([CH3:22])=[CH:20][N:21]=3)=[C:13]3[C:9]=2[CH2:10][NH:11][C:12]3=[O:23])=[C:4]([F:24])[CH:3]=1.[C:25](Cl)(=O)[O:26]C1C=CC([N+]([O-])=O)=CC=1.[F:38][C:39]([F:48])([F:47])[C:40]1[CH:46]=[CH:45][CH:44]=[CH:43][C:41]=1[NH2:42].C([O-])(O)=O.[Na+]. The catalyst is CN(C=O)C.C1COCC1.CO.CCCCCC.N1C=CC=CC=1. The product is [F:24][C:4]1[CH:3]=[C:2]([NH:1][C:25]([NH:42][C:41]2[CH:43]=[CH:44][CH:45]=[CH:46][C:40]=2[C:39]([F:47])([F:48])[F:38])=[O:26])[CH:7]=[CH:6][C:5]=1[C:8]1[CH:16]=[CH:15][C:14]([C:17]2[NH:18][C:19]([CH3:22])=[CH:20][N:21]=2)=[C:13]2[C:9]=1[CH2:10][NH:11][C:12]2=[O:23]. The yield is 0.440. (4) The reactants are [Br:1][C:2]1[CH:7]=[CH:6][C:5]([C:8]2[CH:13]=[CH:12][C:11]([C:14](=[O:16])[CH3:15])=[CH:10][CH:9]=2)=[CH:4][CH:3]=1.[Br:17]Br. The catalyst is C(Cl)Cl. The product is [Br:17][CH2:15][C:14]([C:11]1[CH:12]=[CH:13][C:8]([C:5]2[CH:4]=[CH:3][C:2]([Br:1])=[CH:7][CH:6]=2)=[CH:9][CH:10]=1)=[O:16]. The yield is 0.886. (5) The reactants are [Cl:1][C:2]1[CH:38]=[CH:37][C:5]([O:6][CH2:7][C:8]([N:10]2[CH2:15][CH2:14][N:13]([C:16]3[C:17]4[CH:29]=[C:28]([C:30]5[CH:35]=[CH:34][C:33]([F:36])=[CH:32][CH:31]=5)[S:27][C:18]=4[N:19]=[C:20]([C:22]([O:24]CC)=[O:23])[N:21]=3)[CH2:12][CH2:11]2)=[O:9])=[CH:4][CH:3]=1.Cl. The catalyst is CO.O1CCOCC1. The product is [Cl:1][C:2]1[CH:3]=[CH:4][C:5]([O:6][CH2:7][C:8]([N:10]2[CH2:11][CH2:12][N:13]([C:16]3[C:17]4[CH:29]=[C:28]([C:30]5[CH:35]=[CH:34][C:33]([F:36])=[CH:32][CH:31]=5)[S:27][C:18]=4[N:19]=[C:20]([C:22]([OH:24])=[O:23])[N:21]=3)[CH2:14][CH2:15]2)=[O:9])=[CH:37][CH:38]=1. The yield is 0.440. (6) The reactants are [F:1][C:2]1[CH:3]=[C:4]([CH:15]=[CH:16][C:17]=1[NH:18][C:19]([C:21]1([C:24](=[O:33])[NH:25][C:26]2[CH:31]=[CH:30][C:29]([F:32])=[CH:28][CH:27]=2)[CH2:23][CH2:22]1)=[O:20])[O:5][C:6]1[CH:11]=[CH:10][N:9]=[C:8](C(N)=O)[CH:7]=1.O.FC(F)(F)C(OI(C1C=CC=CC=1)OC(=O)C(F)(F)F)=O.[ClH:56].C[N:58](C)C=O. The catalyst is N1C=CC=CC=1. The product is [ClH:56].[NH2:58][C:8]1[CH:7]=[C:6]([O:5][C:4]2[CH:15]=[CH:16][C:17]([NH:18][C:19]([C:21]3([C:24]([NH:25][C:26]4[CH:31]=[CH:30][C:29]([F:32])=[CH:28][CH:27]=4)=[O:33])[CH2:22][CH2:23]3)=[O:20])=[C:2]([F:1])[CH:3]=2)[CH:11]=[CH:10][N:9]=1. The yield is 0.549. (7) The reactants are [C:1]([C:5]1[CH:10]=[C:9]([F:11])[CH:8]=[CH:7][C:6]=1[OH:12])([CH3:4])([CH3:3])[CH3:2].CCN(CC)CC.Cl[C:21]([O:23][CH3:24])=[O:22]. The catalyst is O1CCOCC1. The product is [C:21](=[O:22])([O:23][CH3:24])[O:12][C:6]1[CH:7]=[CH:8][C:9]([F:11])=[CH:10][C:5]=1[C:1]([CH3:4])([CH3:2])[CH3:3]. The yield is 0.590. (8) The reactants are [CH3:1][CH:2]1[CH2:7][NH:6][CH2:5][CH2:4][NH:3]1.C(N(CC)CC)C.[CH3:15][C:16]([O:19][C:20](O[C:20]([O:19][C:16]([CH3:18])([CH3:17])[CH3:15])=[O:21])=[O:21])([CH3:18])[CH3:17]. The catalyst is C(Cl)Cl. The product is [CH3:1][CH:2]1[NH:3][CH2:4][CH2:5][N:6]([C:20]([O:19][C:16]([CH3:18])([CH3:17])[CH3:15])=[O:21])[CH2:7]1. The yield is 0.420. (9) The reactants are [F:1][C:2]1[CH:3]=[C:4]([CH:7]=[CH:8][C:9]=1[O:10][CH3:11])[C:5]#N.[CH2:12]([Mg]Br)[CH3:13].C1C[O:19]CC1. No catalyst specified. The product is [F:1][C:2]1[CH:3]=[C:4]([C:5](=[O:19])[CH2:12][CH3:13])[CH:7]=[CH:8][C:9]=1[O:10][CH3:11]. The yield is 0.570. (10) The reactants are [Cl:1][C:2]1[CH:7]=[CH:6][CH:5]=[CH:4][C:3]=1[CH:8]([N:18]1[CH2:23][CH2:22][C:21]2[S:24][CH:25]=[CH:26][C:20]=2[CH2:19]1)[CH2:9][CH2:10][CH2:11][C:12]([CH3:17])([CH3:16])[C:13]([OH:15])=[O:14]. The catalyst is Cl.O. The product is [ClH:1].[Cl:1][C:2]1[CH:7]=[CH:6][CH:5]=[CH:4][C:3]=1[CH:8]([N:18]1[CH2:23][CH2:22][C:21]2[S:24][CH:25]=[CH:26][C:20]=2[CH2:19]1)[CH2:9][CH2:10][CH2:11][C:12]([CH3:16])([CH3:17])[C:13]([OH:15])=[O:14]. The yield is 0.798.